Dataset: NCI-60 drug combinations with 297,098 pairs across 59 cell lines. Task: Regression. Given two drug SMILES strings and cell line genomic features, predict the synergy score measuring deviation from expected non-interaction effect. (1) Drug 1: CC(C1=C(C=CC(=C1Cl)F)Cl)OC2=C(N=CC(=C2)C3=CN(N=C3)C4CCNCC4)N. Drug 2: CC(C)(C#N)C1=CC(=CC(=C1)CN2C=NC=N2)C(C)(C)C#N. Cell line: SF-268. Synergy scores: CSS=1.65, Synergy_ZIP=1.63, Synergy_Bliss=0.844, Synergy_Loewe=-1.83, Synergy_HSA=-2.35. (2) Drug 1: CC1=C(C=C(C=C1)NC2=NC=CC(=N2)N(C)C3=CC4=NN(C(=C4C=C3)C)C)S(=O)(=O)N.Cl. Drug 2: C1CCC(C(C1)N)N.C(=O)(C(=O)[O-])[O-].[Pt+4]. Cell line: MOLT-4. Synergy scores: CSS=11.5, Synergy_ZIP=-6.24, Synergy_Bliss=-10.1, Synergy_Loewe=-9.99, Synergy_HSA=-8.82. (3) Drug 1: CN(C)C1=NC(=NC(=N1)N(C)C)N(C)C. Drug 2: B(C(CC(C)C)NC(=O)C(CC1=CC=CC=C1)NC(=O)C2=NC=CN=C2)(O)O. Cell line: HT29. Synergy scores: CSS=-9.96, Synergy_ZIP=2.50, Synergy_Bliss=-1.08, Synergy_Loewe=-12.4, Synergy_HSA=-7.30. (4) Drug 2: CC1CCC2CC(C(=CC=CC=CC(CC(C(=O)C(C(C(=CC(C(=O)CC(OC(=O)C3CCCCN3C(=O)C(=O)C1(O2)O)C(C)CC4CCC(C(C4)OC)OCCO)C)C)O)OC)C)C)C)OC. Cell line: SF-295. Synergy scores: CSS=7.90, Synergy_ZIP=-3.48, Synergy_Bliss=-2.77, Synergy_Loewe=-5.36, Synergy_HSA=-1.87. Drug 1: CC1=C(C=C(C=C1)NC(=O)C2=CC=C(C=C2)CN3CCN(CC3)C)NC4=NC=CC(=N4)C5=CN=CC=C5. (5) Drug 1: CCCS(=O)(=O)NC1=C(C(=C(C=C1)F)C(=O)C2=CNC3=C2C=C(C=N3)C4=CC=C(C=C4)Cl)F. Drug 2: C1CCN(CC1)CCOC2=CC=C(C=C2)C(=O)C3=C(SC4=C3C=CC(=C4)O)C5=CC=C(C=C5)O. Cell line: SK-MEL-28. Synergy scores: CSS=40.6, Synergy_ZIP=12.3, Synergy_Bliss=12.9, Synergy_Loewe=-5.48, Synergy_HSA=9.83. (6) Drug 1: COC1=C(C=C2C(=C1)N=CN=C2NC3=CC(=C(C=C3)F)Cl)OCCCN4CCOCC4. Drug 2: C1=C(C(=O)NC(=O)N1)F. Cell line: OVCAR3. Synergy scores: CSS=74.0, Synergy_ZIP=1.84, Synergy_Bliss=1.57, Synergy_Loewe=8.89, Synergy_HSA=10.5. (7) Drug 1: CC12CCC(CC1=CCC3C2CCC4(C3CC=C4C5=CN=CC=C5)C)O. Drug 2: CS(=O)(=O)OCCCCOS(=O)(=O)C. Cell line: HOP-62. Synergy scores: CSS=9.19, Synergy_ZIP=-3.06, Synergy_Bliss=-2.00, Synergy_Loewe=-4.36, Synergy_HSA=-3.26.